This data is from Full USPTO retrosynthesis dataset with 1.9M reactions from patents (1976-2016). The task is: Predict the reactants needed to synthesize the given product. (1) Given the product [CH3:1][C:2]1([CH3:20])[CH2:6][C:5]2[C:7]([CH3:19])=[C:8]([N:13]3[CH2:14][CH2:15][N:16]([C:22]4[CH:29]=[CH:28][C:25]([C:26]#[N:27])=[CH:24][CH:23]=4)[CH2:17][CH2:18]3)[C:9]([CH3:12])=[C:10]([CH3:11])[C:4]=2[O:3]1, predict the reactants needed to synthesize it. The reactants are: [CH3:1][C:2]1([CH3:20])[CH2:6][C:5]2[C:7]([CH3:19])=[C:8]([N:13]3[CH2:18][CH2:17][NH:16][CH2:15][CH2:14]3)[C:9]([CH3:12])=[C:10]([CH3:11])[C:4]=2[O:3]1.Br[C:22]1[CH:29]=[CH:28][C:25]([C:26]#[N:27])=[CH:24][CH:23]=1. (2) Given the product [F:57][CH:56]([F:55])[S:58][C:59]1[CH:60]=[CH:61][C:62]([NH:63][C:11](=[O:13])[C:10]2[CH:14]=[C:15]([C:16]3[CH:21]=[N:20][CH:19]=[N:18][CH:17]=3)[C:7]([N:4]3[CH2:5][CH2:6][C@@H:2]([OH:1])[CH2:3]3)=[N:8][CH:9]=2)=[CH:64][CH:65]=1, predict the reactants needed to synthesize it. The reactants are: [OH:1][C@@H:2]1[CH2:6][CH2:5][N:4]([C:7]2[C:15]([C:16]3[CH:17]=[N:18][CH:19]=[N:20][CH:21]=3)=[CH:14][C:10]([C:11]([OH:13])=O)=[CH:9][N:8]=2)[CH2:3]1.F[P-](F)(F)(F)(F)F.N1(OC(N(C)C)=[N+](C)C)C2N=CC=CC=2N=N1.CCN(C(C)C)C(C)C.[F:55][CH:56]([S:58][C:59]1[CH:65]=[CH:64][C:62]([NH2:63])=[CH:61][CH:60]=1)[F:57]. (3) The reactants are: Cl[C:2]([O:4][C:5]1[CH:10]=[CH:9][C:8]([O:11][C:12]2[CH:17]=[CH:16][C:15]([C:18]([F:21])([F:20])[F:19])=[CH:14][N:13]=2)=[CH:7][CH:6]=1)=[O:3].[NH:22]1[CH2:27][CH2:26][CH:25]([CH2:28][C:29]2[CH:34]=[CH:33][CH:32]=[CH:31][N:30]=2)[CH2:24][CH2:23]1. Given the product [F:19][C:18]([F:21])([F:20])[C:15]1[CH:16]=[CH:17][C:12]([O:11][C:8]2[CH:9]=[CH:10][C:5]([O:4][C:2]([N:22]3[CH2:27][CH2:26][CH:25]([CH2:28][C:29]4[CH:34]=[CH:33][CH:32]=[CH:31][N:30]=4)[CH2:24][CH2:23]3)=[O:3])=[CH:6][CH:7]=2)=[N:13][CH:14]=1, predict the reactants needed to synthesize it. (4) Given the product [CH3:1][O:2][C:3]1[CH:4]=[C:5]2[C:10](=[CH:11][C:12]=1[CH3:13])[C:9]([NH2:25])=[N:8][CH:7]=[CH:6]2, predict the reactants needed to synthesize it. The reactants are: [CH3:1][O:2][C:3]1[CH:4]=[C:5]2[C:10](=[CH:11][C:12]=1[CH3:13])[C:9](OC1C=CC=CC=1)=[N:8][CH:7]=[CH:6]2.C([O-])(=O)C.[NH4+:25]. (5) Given the product [F:24][C@H:13]1[C@@H:14]([OH:20])[C@H:15]([OH:16])[C@@H:10]([CH2:9][OH:8])[O:11][C@@H:12]1[O:25][C:26]1[CH:35]=[C:34]2[C:29]([C:30]([CH3:37])=[CH:31][C:32](=[O:36])[O:33]2)=[CH:28][CH:27]=1, predict the reactants needed to synthesize it. The reactants are: C([O-])(=O)C.C([O:8][CH2:9][C@@H:10]1[C@@H:15]([O:16]C(=O)C)[C@H:14]([O:20]C(=O)C)[C@H:13]([F:24])[C@@H:12]([O:25][C:26]2[CH:35]=[C:34]3[C:29]([C:30]([CH3:37])=[CH:31][C:32](=[O:36])[O:33]3)=[CH:28][CH:27]=2)[O:11]1)(=O)C. (6) Given the product [C:1]([O:5][C:6]([NH:8][C@H:9]1[CH2:10][C@H:11]([C:13]([O:15][CH2:23][C:24]2[CH:29]=[CH:28][CH:27]=[CH:26][CH:25]=2)=[O:14])[CH2:12]1)=[O:7])([CH3:4])([CH3:2])[CH3:3], predict the reactants needed to synthesize it. The reactants are: [C:1]([O:5][C:6]([NH:8][C@H:9]1[CH2:12][C@H:11]([C:13]([OH:15])=[O:14])[CH2:10]1)=[O:7])([CH3:4])([CH3:3])[CH3:2].C(=O)([O-])[O-].[K+].[K+].Br[CH2:23][C:24]1[CH:29]=[CH:28][CH:27]=[CH:26][CH:25]=1.O. (7) Given the product [C:1]12([C:11]3[CH:22]=[CH:21][C:14]([O:15][CH2:16][CH2:17][C:18]([NH:28][CH2:27][CH2:26][N:25]([CH3:29])[CH3:24])=[O:19])=[C:13]([CH3:23])[CH:12]=3)[CH2:10][CH:5]3[CH2:6][CH:7]([CH2:9][CH:3]([CH2:4]3)[CH2:2]1)[CH2:8]2, predict the reactants needed to synthesize it. The reactants are: [C:1]12([C:11]3[CH:22]=[CH:21][C:14]([O:15][CH2:16][CH2:17][C:18](O)=[O:19])=[C:13]([CH3:23])[CH:12]=3)[CH2:10][CH:5]3[CH2:6][CH:7]([CH2:9][CH:3]([CH2:4]3)[CH2:2]1)[CH2:8]2.[CH3:24][N:25]([CH3:29])[CH2:26][CH2:27][NH2:28].